Task: Predict the reactants needed to synthesize the given product.. Dataset: Full USPTO retrosynthesis dataset with 1.9M reactions from patents (1976-2016) Given the product [F:1][C:2]1[CH:3]=[CH:4][C:5]([CH2:8][C:9]2[CH:18]=[C:17]3[C:12]([C:13]([OH:25])=[C:14]([C:20]([NH:26][CH2:27][CH2:28][C:29]4[CH:34]=[CH:33][CH:32]=[CH:31][N:30]=4)=[O:21])[C:15](=[O:19])[NH:16]3)=[N:11][CH:10]=2)=[CH:6][CH:7]=1, predict the reactants needed to synthesize it. The reactants are: [F:1][C:2]1[CH:7]=[CH:6][C:5]([CH2:8][C:9]2[CH:18]=[C:17]3[C:12]([C:13]([OH:25])=[C:14]([C:20](OCC)=[O:21])[C:15](=[O:19])[NH:16]3)=[N:11][CH:10]=2)=[CH:4][CH:3]=1.[NH2:26][CH2:27][CH2:28][C:29]1[CH:34]=[CH:33][CH:32]=[CH:31][N:30]=1.